From a dataset of Reaction yield outcomes from USPTO patents with 853,638 reactions. Predict the reaction yield, written as a fraction of the theoretical maximum amount of product (1.0 means a 100% yield; for example, 0.34 means a 34% yield). (1) The catalyst is C(Cl)Cl. The product is [Cl:17][C:18]1[CH:19]=[C:20]([CH3:41])[C:21]2[N:22]([C:24]([CH2:33][C:34]([C:36]3[S:37][CH:38]=[CH:39][CH:40]=3)=[O:35])=[C:25]([C:27]3[CH:28]=[CH:29][CH:30]=[CH:31][CH:32]=3)[N:26]=2)[CH:23]=1. The yield is 0.210. The reactants are C1C=C[NH+]=CC=1.[O-][Cr](Cl)(=O)=O.C([O-])(=O)C.[Na+].[Cl:17][C:18]1[CH:19]=[C:20]([CH3:41])[C:21]2[N:22]([C:24]([CH2:33][CH:34]([C:36]3[S:37][CH:38]=[CH:39][CH:40]=3)[OH:35])=[C:25]([C:27]3[CH:32]=[CH:31][CH:30]=[CH:29][CH:28]=3)[N:26]=2)[CH:23]=1.O. (2) The yield is 0.310. The reactants are Br[C:2]1[S:6][C:5]([O:7][C:8]2[CH:13]=[CH:12][C:11]([S:14]([N:17]([CH:19]([CH3:21])[CH3:20])[CH3:18])(=[O:16])=[O:15])=[CH:10][CH:9]=2)=[N:4][CH:3]=1.[CH3:22][CH:23]([NH:26][C:27](=[O:29])[CH3:28])[C:24]#[CH:25].C(N(CC)CC)C. The catalyst is C1COCC1. The product is [CH:19]([N:17]([CH3:18])[S:14]([C:11]1[CH:12]=[CH:13][C:8]([O:7][C:5]2[S:6][C:2]([C:25]#[C:24][CH:23]([NH:26][C:27](=[O:29])[CH3:28])[CH3:22])=[CH:3][N:4]=2)=[CH:9][CH:10]=1)(=[O:16])=[O:15])([CH3:21])[CH3:20].